From a dataset of Full USPTO retrosynthesis dataset with 1.9M reactions from patents (1976-2016). Predict the reactants needed to synthesize the given product. (1) Given the product [CH2:14]([N:18]1[C:26]2[C:21](=[CH:22][CH:23]=[C:24]([C:27]([O:29][CH2:30][CH2:31][CH2:32][CH3:33])=[O:28])[CH:25]=2)[C:20]([C:6](=[O:11])[C:7]([F:8])([F:9])[F:10])=[CH:19]1)[CH2:15][CH2:16][CH3:17], predict the reactants needed to synthesize it. The reactants are: [F:8][C:7]([F:10])([F:9])[C:6](O[C:6](=[O:11])[C:7]([F:10])([F:9])[F:8])=[O:11].[CH2:14]([N:18]1[C:26]2[C:21](=[CH:22][CH:23]=[C:24]([C:27]([O:29][CH2:30][CH2:31][CH2:32][CH3:33])=[O:28])[CH:25]=2)[CH:20]=[CH:19]1)[CH2:15][CH2:16][CH3:17].C(=O)(O)[O-].[Na+]. (2) The reactants are: [CH2:1]([N:3]1[C:7]([C:8]2[CH:9]=[C:10]([C:13]([OH:15])=O)[O:11][CH:12]=2)=[C:6]([CH3:16])[CH:5]=[N:4]1)[CH3:2].C1CN([P+](Br)(N2CCCC2)N2CCCC2)CC1.F[P-](F)(F)(F)(F)F.CCN(C(C)C)C(C)C.[NH2:50][C@@H:51]([CH2:64][C:65]1[CH:70]=[CH:69][CH:68]=[C:67]([F:71])[CH:66]=1)[CH2:52][N:53]1[C:61](=[O:62])[C:60]2[C:55](=[CH:56][CH:57]=[CH:58][CH:59]=2)[C:54]1=[O:63]. Given the product [O:63]=[C:54]1[C:55]2[C:60](=[CH:59][CH:58]=[CH:57][CH:56]=2)[C:61](=[O:62])[N:53]1[CH2:52][C@@H:51]([NH:50][C:13]([C:10]1[O:11][CH:12]=[C:8]([C:7]2[N:3]([CH2:1][CH3:2])[N:4]=[CH:5][C:6]=2[CH3:16])[CH:9]=1)=[O:15])[CH2:64][C:65]1[CH:70]=[CH:69][CH:68]=[C:67]([F:71])[CH:66]=1, predict the reactants needed to synthesize it. (3) Given the product [CH3:1][C@@H:2]1[O:7][C@@H:6]([O:8][C@@H:9]2[C:14]3[C:15]([OH:30])=[C:16]4[C:28](=[O:29])[C:27]5[CH:26]=[CH:25][CH:24]=[CH:23][C:22]=5[C:20](=[O:21])[C:17]4=[C:18]([OH:19])[C:13]=3[CH2:12][C@@:11]([OH:34])([C:31]([CH3:33])=[O:32])[CH2:10]2)[CH2:5][C@H:4]([NH2:35])[C@@H:3]1[OH:36].[ClH:38], predict the reactants needed to synthesize it. The reactants are: [CH3:1][C@@H:2]1[O:7][C@@H:6]([O:8][C@@H:9]2[C:14]3[C:15]([OH:30])=[C:16]4[C:28](=[O:29])[C:27]5[CH:26]=[CH:25][CH:24]=[CH:23][C:22]=5[C:20](=[O:21])[C:17]4=[C:18]([OH:19])[C:13]=3[CH2:12][C@@:11]([OH:34])([C:31]([CH3:33])=[O:32])[CH2:10]2)[CH2:5][C@H:4]([NH2:35])[C@@H:3]1[OH:36].C(Cl)(Cl)[Cl:38].CO.Cl. (4) Given the product [CH3:1][C:2]1[CH:7]=[CH:6][C:5]([S:8]([O:11][C:12]2[CH:17]=[CH:16][C:15]([Br:18])=[C:14]([O:19][CH2:22][O:23][CH3:24])[CH:13]=2)(=[O:10])=[O:9])=[CH:4][CH:3]=1, predict the reactants needed to synthesize it. The reactants are: [CH3:1][C:2]1[CH:7]=[CH:6][C:5]([S:8]([O:11][C:12]2[CH:17]=[CH:16][C:15]([Br:18])=[C:14]([OH:19])[CH:13]=2)(=[O:10])=[O:9])=[CH:4][CH:3]=1.[H-].[Na+].[CH3:22][O:23][CH2:24]Cl. (5) Given the product [Cl:22][C:20]1[CH:19]=[CH:18][C:17]([OH:23])=[C:16]([C:15]#[C:14][C:9]2[CH:8]=[C:7]([S:4]([CH2:1][CH2:2][CH3:3])(=[O:6])=[O:5])[CH:12]=[CH:11][C:10]=2[CH3:13])[CH:21]=1, predict the reactants needed to synthesize it. The reactants are: [CH2:1]([S:4]([C:7]1[CH:12]=[CH:11][C:10]([CH3:13])=[C:9]([C:14]#[C:15][C:16]2[CH:21]=[C:20]([Cl:22])[CH:19]=[CH:18][C:17]=2[O:23]COC)[CH:8]=1)(=[O:6])=[O:5])[CH2:2][CH3:3].Cl.